Task: Predict the reactants needed to synthesize the given product.. Dataset: Retrosynthesis with 50K atom-mapped reactions and 10 reaction types from USPTO Given the product N#Cc1cc(C(F)(F)F)ccc1Nc1ccc(Cl)cc1[N+](=O)[O-], predict the reactants needed to synthesize it. The reactants are: N#Cc1cc(C(F)(F)F)ccc1F.Nc1ccc(Cl)cc1[N+](=O)[O-].